From a dataset of Full USPTO retrosynthesis dataset with 1.9M reactions from patents (1976-2016). Predict the reactants needed to synthesize the given product. (1) Given the product [NH:18]([C:1]([O:3][CH2:4][CH:5]1[C:6]2[C:11](=[CH:10][CH:9]=[CH:8][CH:7]=2)[C:12]2[C:17]1=[CH:16][CH:15]=[CH:14][CH:13]=2)=[O:2])[C@H:19]([C:23]([O:25][CH3:30])=[O:24])[CH2:20][CH2:21][CH3:22], predict the reactants needed to synthesize it. The reactants are: [C:1]([NH:18][C@H:19]([C:23]([OH:25])=[O:24])[CH2:20][CH2:21][CH3:22])([O:3][CH2:4][CH:5]1[C:17]2[C:12](=[CH:13][CH:14]=[CH:15][CH:16]=2)[C:11]2[C:6]1=[CH:7][CH:8]=[CH:9][CH:10]=2)=[O:2].S(Cl)(Cl)=O.[CH3:30]O. (2) Given the product [Cl:10][CH2:9][CH2:8][CH2:7][C:2]([CH3:4])([CH3:3])[C:1]#[N:5], predict the reactants needed to synthesize it. The reactants are: [C:1](#[N:5])[CH:2]([CH3:4])[CH3:3].Br[CH2:7][CH2:8][CH2:9][Cl:10].C[Si]([N-][Si](C)(C)C)(C)C.[Li+].